From a dataset of Experimentally validated miRNA-target interactions with 360,000+ pairs, plus equal number of negative samples. Binary Classification. Given a miRNA mature sequence and a target amino acid sequence, predict their likelihood of interaction. The miRNA is hsa-miR-4749-5p with sequence UGCGGGGACAGGCCAGGGCAUC. The protein sequence of the target gene is MARLADYFVLVAFGPHPRGSGEGQGQILQRFPEKDWEDNPFPQGIELFCQPSGWQLCPERNPPTFFVAVLTDINSERHYCACLTFWEPAEPSQQETTRVEDATEREEEGDEGGQTHLSPTAPAPSAQLFAPKTLVLVSRLDHTEVFRNSLGLIYAIHVEGLNVCLENVIGNLLTCTVPLAGGSQRTISLGAGDRQVIQTPLADSLPVSRCSVALLFRQLGITNVLSLFCAALTEHKVLFLSRSYQRLADACRGLLALLFPLRYSFTYVPILPAQLLEVLSTPTPFIIGVNAAFQAETQEL.... Result: 1 (interaction).